Dataset: Reaction yield outcomes from USPTO patents with 853,638 reactions. Task: Predict the reaction yield, written as a fraction of the theoretical maximum amount of product (1.0 means a 100% yield; for example, 0.34 means a 34% yield). (1) The reactants are Cl.[NH2:2][CH2:3][CH2:4][O:5][C:6]1[CH:11]=[CH:10][C:9]([C:12]2[N:16]([C:17]3[C:24]4[S:23][C:22]([NH:25][C:26]([CH:28]5[CH2:30][CH2:29]5)=[O:27])=[N:21][C:20]=4[NH:19][N:18]=3)[CH:15]=[N:14][CH:13]=2)=[C:8]([Cl:31])[CH:7]=1.C(N(CC)CC)C.[C:39](Cl)(=[O:41])[CH3:40]. The catalyst is CN(C=O)C. The product is [C:39]([NH:2][CH2:3][CH2:4][O:5][C:6]1[CH:11]=[CH:10][C:9]([C:12]2[N:16]([C:17]3[C:24]4[S:23][C:22]([NH:25][C:26]([CH:28]5[CH2:29][CH2:30]5)=[O:27])=[N:21][C:20]=4[NH:19][N:18]=3)[CH:15]=[N:14][CH:13]=2)=[C:8]([Cl:31])[CH:7]=1)(=[O:41])[CH3:40]. The yield is 0.490. (2) The yield is 0.990. The reactants are C([O:3][C:4](=[O:23])[CH2:5][CH:6]([C:17]1[CH:22]=[CH:21][CH:20]=[CH:19][CH:18]=1)[C:7]([C:9]1[CH:14]=[CH:13][C:12]([O:15][CH3:16])=[CH:11][CH:10]=1)=[O:8])C.O.[OH-].[Na+]. The product is [CH3:16][O:15][C:12]1[CH:11]=[CH:10][C:9]([C:7](=[O:8])[CH:6]([C:17]2[CH:22]=[CH:21][CH:20]=[CH:19][CH:18]=2)[CH2:5][C:4]([OH:23])=[O:3])=[CH:14][CH:13]=1. The catalyst is CCO. (3) The reactants are [C:1]([Cl:4])(=O)C.Cl.[Cl:6][C:7]1[C:15]([NH:16][NH2:17])=[CH:14][CH:13]=[CH:12][C:8]=1[C:9]([OH:11])=[O:10]. The catalyst is CO. The product is [ClH:4].[Cl:6][C:7]1[C:15]([NH:16][NH2:17])=[CH:14][CH:13]=[CH:12][C:8]=1[C:9]([O:11][CH3:1])=[O:10]. The yield is 1.00. (4) The reactants are [CH3:1][C:2]1[O:6][C:5]([C:7]2[CH:12]=[CH:11][CH:10]=[CH:9][CH:8]=2)=[N:4][C:3]=1[CH2:13][O:14][C:15]1[CH:38]=[CH:37][C:18]([CH2:19][C:20]2[O:21][C:22]([CH2:31][CH2:32][C:33]([O:35]C)=[O:34])=[C:23]([C:25]3[CH:30]=[CH:29][CH:28]=[CH:27][CH:26]=3)[N:24]=2)=[CH:17][CH:16]=1.O.[OH-].[Li+].O1CCCC1.Cl. The catalyst is CO.O. The product is [CH3:1][C:2]1[O:6][C:5]([C:7]2[CH:8]=[CH:9][CH:10]=[CH:11][CH:12]=2)=[N:4][C:3]=1[CH2:13][O:14][C:15]1[CH:16]=[CH:17][C:18]([CH2:19][C:20]2[O:21][C:22]([CH2:31][CH2:32][C:33]([OH:35])=[O:34])=[C:23]([C:25]3[CH:26]=[CH:27][CH:28]=[CH:29][CH:30]=3)[N:24]=2)=[CH:37][CH:38]=1. The yield is 0.940. (5) The reactants are [CH2:1]([O:3][C:4]([C@H:6]1[C@@H:11]([NH2:12])[C@H:10]2[CH2:13][C@@H:7]1[CH2:8][CH2:9]2)=[O:5])[CH3:2].[F:14][C:15]1[CH:22]=[CH:21][C:18]([CH:19]=O)=[CH:17][CH:16]=1.C(O)(=O)C.C([BH3-])#N.[Na+]. The catalyst is C(O)C.C(OCC)(=O)C. The product is [CH2:1]([O:3][C:4]([C@H:6]1[C@@H:11]([NH:12][CH2:19][C:18]2[CH:21]=[CH:22][C:15]([F:14])=[CH:16][CH:17]=2)[C@H:10]2[CH2:13][C@@H:7]1[CH2:8][CH2:9]2)=[O:5])[CH3:2]. The yield is 0.950. (6) The reactants are [Br:1][C:2]1[CH:3]=[C:4]2[C:11]3([C:15](=[O:16])[NH:14][C:13](=O)[NH:12]3)[CH2:10][CH:9]([CH:18]3[CH2:23][CH2:22][CH2:21][CH2:20][CH2:19]3)[O:8][C:5]2=[CH:6][CH:7]=1.COC1C=CC(P2(SP(C3C=CC(OC)=CC=3)(=S)S2)=[S:33])=CC=1. The catalyst is O1CCOCC1. The product is [Br:1][C:2]1[CH:3]=[C:4]2[C:11]3([C:15](=[O:16])[NH:14][C:13](=[S:33])[NH:12]3)[CH2:10][CH:9]([CH:18]3[CH2:23][CH2:22][CH2:21][CH2:20][CH2:19]3)[O:8][C:5]2=[CH:6][CH:7]=1. The yield is 0.670. (7) The product is [ClH:24].[Cl:24][C:16]1[C:17]([N:19]([CH3:23])[CH:20]([CH3:21])[CH3:22])=[N:18][C:12]2[O:11][CH2:10][CH2:9][NH:8][CH2:14][C:13]=2[N:15]=1. The reactants are C([N:8]1[CH2:14][C:13]2[N:15]=[C:16]([Cl:24])[C:17]([N:19]([CH3:23])[CH:20]([CH3:22])[CH3:21])=[N:18][C:12]=2[O:11][CH2:10][CH2:9]1)C1C=CC=CC=1.ClC(OC(Cl)C)=O. The catalyst is C1(C)C=CC=CC=1. The yield is 0.600.